From a dataset of Forward reaction prediction with 1.9M reactions from USPTO patents (1976-2016). Predict the product of the given reaction. (1) Given the reactants [Cl:1][C:2]1[CH:3]=[C:4]([CH:6]=[CH:7][CH:8]=1)[NH2:5].[F:9][C:10]1[C:17]([F:18])=[CH:16][CH:15]=[CH:14][C:11]=1[CH:12]=O.[BH-](OC(C)=O)(OC(C)=O)OC(C)=O.[Na+].C(O)(=O)C, predict the reaction product. The product is: [Cl:1][C:2]1[CH:3]=[C:4]([CH:6]=[CH:7][CH:8]=1)[NH:5][CH2:12][C:11]1[CH:14]=[CH:15][CH:16]=[C:17]([F:18])[C:10]=1[F:9]. (2) Given the reactants [CH2:1]([NH:3][C:4](=[O:26])[NH:5][C:6]1[N:11]=[CH:10][C:9](B(O)O)=[C:8]([C:15]2[S:16][CH:17]=[C:18]([C:20]3[CH:25]=[CH:24][CH:23]=[CH:22][CH:21]=3)[N:19]=2)[CH:7]=1)[CH3:2].Br[C:28]1[CH:29]=[C:30]([C:34]2[O:35][C:36]([CH3:39])=[N:37][N:38]=2)[CH:31]=[N:32][CH:33]=1.C(=O)([O-])[O-].[Cs+].[Cs+].C1(P(C2CCCCC2)C2C=CC=CC=2C2C(C(C)C)=CC(C(C)C)=CC=2C(C)C)CCCCC1, predict the reaction product. The product is: [CH2:1]([NH:3][C:4]([NH:5][C:6]1[N:11]=[CH:10][C:9]([C:28]2[CH:33]=[N:32][CH:31]=[C:30]([C:34]3[O:35][C:36]([CH3:39])=[N:37][N:38]=3)[CH:29]=2)=[C:8]([C:15]2[S:16][CH:17]=[C:18]([C:20]3[CH:25]=[CH:24][CH:23]=[CH:22][CH:21]=3)[N:19]=2)[CH:7]=1)=[O:26])[CH3:2]. (3) Given the reactants [F:8][C:7]([F:10])([F:9])[C:6](O[C:6](=[O:11])[C:7]([F:10])([F:9])[F:8])=[O:11].[NH:14]1[CH2:20][CH2:19][CH2:18][C:17](=[O:21])[CH2:16][CH2:15]1.C(N(CC)CC)C, predict the reaction product. The product is: [F:10][C:7]([F:8])([F:9])[C:6]([N:14]1[CH2:20][CH2:19][CH2:18][C:17](=[O:21])[CH2:16][CH2:15]1)=[O:11]. (4) Given the reactants [C:1]([O:5][C:6](=[O:41])[NH:7][C:8]1([C:16]#[C:17][C:18]2[CH:23]=[CH:22][C:21]([C:24]#[C:25][C:26]3[CH:31]=[CH:30][C:29]([C:32](=[O:40])[C:33]4[CH:38]=[CH:37][C:36]([F:39])=[CH:35][CH:34]=4)=[CH:28][CH:27]=3)=[CH:20][CH:19]=2)[CH2:13][O:12][C:11]([CH3:15])([CH3:14])[O:10][CH2:9]1)([CH3:4])([CH3:3])[CH3:2], predict the reaction product. The product is: [C:1]([O:5][C:6](=[O:41])[NH:7][C:8]1([CH2:16][CH2:17][C:18]2[CH:23]=[CH:22][C:21]([CH2:24][CH2:25][C:26]3[CH:31]=[CH:30][C:29]([C:32](=[O:40])[C:33]4[CH:38]=[CH:37][C:36]([F:39])=[CH:35][CH:34]=4)=[CH:28][CH:27]=3)=[CH:20][CH:19]=2)[CH2:9][O:10][C:11]([CH3:15])([CH3:14])[O:12][CH2:13]1)([CH3:2])([CH3:3])[CH3:4]. (5) Given the reactants [CH:1]1[C:10]2[C:5](=[CH:6][CH:7]=[CH:8][CH:9]=2)[CH:4]=[CH:3][C:2]=1[C@@H:11]([N:18]1[N:22]=[N:21][CH:20]=[N:19]1)[C@H:12]1[CH2:17][CH2:16][CH2:15][NH:14][CH2:13]1.[CH2:23](N(CC)CC)[CH3:24].ICC, predict the reaction product. The product is: [CH2:23]([N:14]1[CH2:15][CH2:16][CH2:17][C@H:12]([C@@H:11]([C:2]2[CH:3]=[CH:4][C:5]3[C:10](=[CH:9][CH:8]=[CH:7][CH:6]=3)[CH:1]=2)[N:18]2[N:22]=[N:21][CH:20]=[N:19]2)[CH2:13]1)[CH3:24]. (6) Given the reactants O=[C:2]1[CH2:11][C:10]2[CH:9]=[C:8]([C:12]#[N:13])[CH:7]=[CH:6][C:5]=2[CH2:4][CH2:3]1.BrC1C=C2C(CCC(=O)C2)=CC=1.[CH2:26]([NH2:29])[CH:27]=[CH2:28].[BH-](OC(C)=O)(OC(C)=O)OC(C)=O.[Na+], predict the reaction product. The product is: [CH2:26]([NH:29][CH:2]1[CH2:11][C:10]2[CH:9]=[C:8]([C:12]#[N:13])[CH:7]=[CH:6][C:5]=2[CH2:4][CH2:3]1)[CH:27]=[CH2:28]. (7) The product is: [CH2:17]([O:16][CH:5]([CH2:6][C:7]1[CH:15]=[C:14]2[C:10]([CH:11]=[CH:12][N:13]2[CH2:21][C:22]2[N:23]=[C:24]([C:28]3[CH:29]=[CH:30][C:31]([CH:34]([CH3:36])[CH3:35])=[CH:32][CH:33]=3)[O:25][C:26]=2[CH3:27])=[CH:9][CH:8]=1)[C:4]([OH:3])=[O:19])[CH3:18]. Given the reactants C([O:3][C:4](=[O:19])[CH:5]([O:16][CH2:17][CH3:18])[CH2:6][C:7]1[CH:15]=[C:14]2[C:10]([CH:11]=[CH:12][NH:13]2)=[CH:9][CH:8]=1)C.Cl[CH2:21][C:22]1[N:23]=[C:24]([C:28]2[CH:33]=[CH:32][C:31]([CH:34]([CH3:36])[CH3:35])=[CH:30][CH:29]=2)[O:25][C:26]=1[CH3:27], predict the reaction product. (8) Given the reactants [H-].[Na+].[C:3]([CH:5]([CH:10]([C:21]1[CH:26]=[CH:25][CH:24]=[CH:23][C:22]=1[O:27][CH3:28])[C:11]1[C:20]2[C:15](=[CH:16][CH:17]=[CH:18][CH:19]=2)[CH:14]=[CH:13][CH:12]=1)[C:6]([O:8][CH3:9])=[O:7])#[N:4].Cl.[N:30]1[CH:35]=[CH:34][CH:33]=[C:32]([CH2:36]Cl)[CH:31]=1, predict the reaction product. The product is: [C:3]([C@:5]([CH2:36][C:32]1[CH:31]=[N:30][CH:35]=[CH:34][CH:33]=1)([C@H:10]([C:21]1[CH:26]=[CH:25][CH:24]=[CH:23][C:22]=1[O:27][CH3:28])[C:11]1[C:20]2[C:15](=[CH:16][CH:17]=[CH:18][CH:19]=2)[CH:14]=[CH:13][CH:12]=1)[C:6]([O:8][CH3:9])=[O:7])#[N:4]. (9) Given the reactants [Cl:1][C:2]1[CH:3]=[N:4][CH:5]=[C:6]([Cl:26])[C:7]=1[NH:8][C:9]1[NH:10][C:11]2[C:17]3[CH2:18][C:19]([CH3:22])([CH3:21])[O:20][C:16]=3[C:15]([C:23](O)=[O:24])=[CH:14][C:12]=2[N:13]=1.F[B-](F)(F)F.N1(OC(N(C)C)=[N+](C)C)[C:36]2[CH:37]=[CH:38][CH:39]=[CH:40][C:35]=2N=N1.CN1CCO[CH2:52][CH2:51]1.C[N:57]([CH:59]=O)C.[CH2:61]1COCC1, predict the reaction product. The product is: [Cl:26][C:6]1[CH:5]=[N:4][CH:3]=[C:2]([Cl:1])[C:7]=1[NH:8][C:9]1[NH:10][C:11]2[C:17]3[CH2:18][C:19]([CH3:22])([CH3:21])[O:20][C:16]=3[C:15]([C:23]([NH:57][CH:59]3[CH:40]([CH3:35])[CH2:39][CH:38]4[CH2:52][CH:51]3[C:37]4([CH3:36])[CH3:61])=[O:24])=[CH:14][C:12]=2[N:13]=1. (10) Given the reactants C(O[C:4]([C:6]1[S:14][C:9]2=[CH:10]N=C[CH:13]=[C:8]2[C:7]=1[NH:15][C:16]1[CH:21]=[CH:20][C:19]([I:22])=[CH:18][C:17]=1[F:23])=[O:5])C.[OH-].[Na+].[CH3:26][C:27]1([CH3:35])[O:31][C@@H:30]([CH2:32][O:33][NH2:34])[CH2:29][O:28]1.C[CH2:37][N:38]=C=NCCCN(C)C.C1C=CC2N(O)N=NC=2C=1.CCN(C(C)C)C(C)C, predict the reaction product. The product is: [CH3:26][C:27]1([CH3:35])[O:31][C@@H:30]([CH2:32][O:33][NH:34][C:4]([C:6]2[S:14][C:9]3[CH:10]=[CH:37][N:38]=[CH:13][C:8]=3[C:7]=2[NH:15][C:16]2[CH:21]=[CH:20][C:19]([I:22])=[CH:18][C:17]=2[F:23])=[O:5])[CH2:29][O:28]1.